This data is from Catalyst prediction with 721,799 reactions and 888 catalyst types from USPTO. The task is: Predict which catalyst facilitates the given reaction. (1) Reactant: [CH3:1][O:2][C:3]([C:5]1[C:10]([NH:11]C(=O)C)=[N:9][C:8]([O:15][CH2:16][CH2:17][F:18])=[CH:7][N:6]=1)=[O:4].C[O-].[Na+]. Product: [CH3:1][O:2][C:3]([C:5]1[C:10]([NH2:11])=[N:9][C:8]([O:15][CH2:16][CH2:17][F:18])=[CH:7][N:6]=1)=[O:4]. The catalyst class is: 5. (2) Reactant: [C:1]([O:5][C:6]([N:8]1[CH2:13][CH2:12][CH:11]([S:14]([C:17]2[CH:22]=[CH:21][C:20]([N+:23]([O-])=O)=[CH:19][CH:18]=2)(=[O:16])=[O:15])[CH2:10][CH2:9]1)=[O:7])([CH3:4])([CH3:3])[CH3:2].C(O)C.[Cl-].[NH4+]. Product: [C:1]([O:5][C:6]([N:8]1[CH2:13][CH2:12][CH:11]([S:14]([C:17]2[CH:22]=[CH:21][C:20]([NH2:23])=[CH:19][CH:18]=2)(=[O:16])=[O:15])[CH2:10][CH2:9]1)=[O:7])([CH3:4])([CH3:2])[CH3:3]. The catalyst class is: 150.